This data is from Full USPTO retrosynthesis dataset with 1.9M reactions from patents (1976-2016). The task is: Predict the reactants needed to synthesize the given product. (1) Given the product [CH3:1][O:2][C:3]([C@@H:5]([N:13]1[CH2:21][C:17]2[CH:18]=[CH:19][S:20][C:16]=2[CH2:15][CH2:14]1)[C:6]1[CH:7]=[CH:8][CH:9]=[CH:10][C:11]=1[Cl:12])=[O:4].[OH:26][S:23]([OH:27])(=[O:25])=[O:24], predict the reactants needed to synthesize it. The reactants are: [CH3:1][O:2][C:3]([C@@H:5]([N:13]1[CH2:21][C:17]2[CH:18]=[CH:19][S:20][C:16]=2[CH2:15][CH2:14]1)[C:6]1[CH:7]=[CH:8][CH:9]=[CH:10][C:11]=1[Cl:12])=[O:4].O.[S:23](=[O:27])(=[O:26])([OH:25])[OH:24]. (2) Given the product [CH2:35]([N:32]1[C:27]2=[N:28][C:29]([CH2:30][CH3:31])=[C:24]([CH2:23][NH:11][C:12]([C:14]3[CH:19]=[CH:18][CH:17]=[C:16]([C:20]([NH:22][CH2:12][C:14]4[CH:15]=[C:16]([C:48]5[CH:49]=[CH:50][CH:51]=[C:46]([CH:44]=[O:45])[CH:47]=5)[CH:17]=[CH:18][C:19]=4[O:58][CH3:55])=[O:21])[CH:15]=3)=[O:13])[C:25]([NH:37][CH:38]3[CH2:43][CH2:42][O:41][CH2:40][CH2:39]3)=[C:26]2[CH:34]=[N:33]1)[CH3:36], predict the reactants needed to synthesize it. The reactants are: BrC1C=C(C[N:11]([CH2:23][C:24]2[C:25]([NH:37][CH:38]3[CH2:43][CH2:42][O:41][CH2:40][CH2:39]3)=[C:26]3[CH:34]=[N:33][N:32]([CH2:35][CH3:36])[C:27]3=[N:28][C:29]=2[CH2:30][CH3:31])[C:12]([C:14]2[CH:19]=[CH:18][CH:17]=[C:16]([C:20]([NH2:22])=[O:21])[CH:15]=2)=[O:13])C=CC=1C#N.[CH:44]([C:46]1[CH:47]=[C:48](B(O)O)[CH:49]=[CH:50][CH:51]=1)=[O:45].[C:55]([O-:58])([O-])=O.[Na+].[Na+]. (3) Given the product [Cl:10][C:11]1[CH:27]=[C:26]([Cl:28])[CH:25]=[CH:24][C:12]=1[CH2:13][NH:14][C:15](=[O:23])[C:16]1[CH:17]=[CH:18][N:19]=[C:20]([O:3][C:4]2[CH:9]=[CH:8][N:7]=[CH:6][CH:5]=2)[CH:21]=1, predict the reactants needed to synthesize it. The reactants are: [H-].[Na+].[OH:3][C:4]1[CH:9]=[CH:8][N:7]=[CH:6][CH:5]=1.[Cl:10][C:11]1[CH:27]=[C:26]([Cl:28])[CH:25]=[CH:24][C:12]=1[CH2:13][NH:14][C:15](=[O:23])[C:16]1[CH:21]=[CH:20][N:19]=[C:18](F)[CH:17]=1. (4) Given the product [ClH:20].[C:1]([S:5]([C:8]1[CH:9]=[C:10]2[C:15](=[CH:16][C:17]=1[O:18][CH3:19])[N:14]=[CH:13][CH:12]=[C:11]2[NH:21][C:22]1[C:26]([CH3:27])=[C:25]([C:28]([O:30][CH2:31][CH3:32])=[O:29])[NH:24][N:23]=1)(=[O:7])=[O:6])([CH3:4])([CH3:3])[CH3:2], predict the reactants needed to synthesize it. The reactants are: [C:1]([S:5]([C:8]1[CH:9]=[C:10]2[C:15](=[CH:16][C:17]=1[O:18][CH3:19])[N:14]=[CH:13][CH:12]=[C:11]2[Cl:20])(=[O:7])=[O:6])([CH3:4])([CH3:3])[CH3:2].[NH2:21][C:22]1[C:26]([CH3:27])=[C:25]([C:28]([O:30][CH2:31][CH3:32])=[O:29])[NH:24][N:23]=1. (5) The reactants are: [CH3:1][O:2][C:3]([C:5]1[NH:6][C:7]2[C:12]([C:13]=1[Cl:14])=[CH:11][CH:10]=[CH:9][CH:8]=2)=[O:4].[F:15][C:16]1[CH:17]=[C:18](B(O)O)[CH:19]=[CH:20][C:21]=1[CH2:22][NH:23]C(OC(C)(C)C)=O. Given the product [ClH:14].[CH3:1][O:2][C:3]([C:5]1[N:6]([C:18]2[CH:19]=[CH:20][C:21]([CH2:22][NH2:23])=[C:16]([F:15])[CH:17]=2)[C:7]2[C:12]([C:13]=1[Cl:14])=[CH:11][CH:10]=[CH:9][CH:8]=2)=[O:4], predict the reactants needed to synthesize it. (6) Given the product [NH2:36][C:15]1[C:16]2[N:8]([CH2:1][C:2]3[CH:3]=[CH:4][CH:5]=[CH:6][CH:7]=3)[CH:9]=[C:10]([C:18]([NH:20][C:21]3[C:22]([Cl:33])=[C:23]([O:31][CH3:32])[C:24]([Br:30])=[C:25]([O:28][CH3:29])[C:26]=3[Cl:27])=[O:19])[C:11]=2[N:12]=[CH:13][N:14]=1, predict the reactants needed to synthesize it. The reactants are: [CH2:1]([N:8]1[C:16]2[C:15](Cl)=[N:14][CH:13]=[N:12][C:11]=2[C:10]([C:18]([NH:20][C:21]2[C:26]([Cl:27])=[C:25]([O:28][CH3:29])[C:24]([Br:30])=[C:23]([O:31][CH3:32])[C:22]=2[Cl:33])=[O:19])=[CH:9]1)[C:2]1[CH:7]=[CH:6][CH:5]=[CH:4][CH:3]=1.CO.[NH3:36].